Predict the reaction yield, written as a fraction of the theoretical maximum amount of product (1.0 means a 100% yield; for example, 0.34 means a 34% yield). From a dataset of Reaction yield outcomes from USPTO patents with 853,638 reactions. (1) The reactants are [CH3:1][O:2][C:3]1[CH:12]=[C:11]2[C:6]([CH:7]=[C:8]([C:13]3[CH:22]=[CH:21][C:16]([C:17]([O:19][CH3:20])=[O:18])=[CH:15][CH:14]=3)[CH:9]=[N:10]2)=[CH:5][CH:4]=1.C1C=C(Cl)C=C(C(OO)=[O:31])C=1.C([O-])([O-])=O.[Na+].[Na+]. The catalyst is C(Cl)Cl. The product is [CH3:1][O:2][C:3]1[CH:12]=[C:11]2[C:6]([CH:7]=[C:8]([C:13]3[CH:22]=[CH:21][C:16]([C:17]([O:19][CH3:20])=[O:18])=[CH:15][CH:14]=3)[CH:9]=[N+:10]2[O-:31])=[CH:5][CH:4]=1. The yield is 0.810. (2) The reactants are CS(C)=O.[H-].[Na+].[CH:7]1([CH2:10][N:11]2[CH2:36][CH2:35][C@:18]34[C:19]5[C:20]6[O:34][C@H:17]3[C:16](=[CH2:37])[CH2:15][CH2:14][C@@:13]4([OH:38])[C@H:12]2[CH2:25][C:24]=5[CH:23]=[CH:22][C:21]=6[O:26][CH2:27][C:28]2[CH:33]=[CH:32][CH:31]=[CH:30][CH:29]=2)[CH2:9][CH2:8]1.[C:39]1([CH2:45][CH2:46][CH2:47]Br)[CH:44]=[CH:43][CH:42]=[CH:41][CH:40]=1. The catalyst is O. The product is [CH:7]1([CH2:10][N:11]2[CH2:36][CH2:35][C@:18]34[C:19]5[C:20]6[O:34][C@H:17]3[C:16](=[CH2:37])[CH2:15][CH2:14][C@@:13]4([O:38][CH2:47][CH2:46][CH2:45][C:39]3[CH:44]=[CH:43][CH:42]=[CH:41][CH:40]=3)[C@H:12]2[CH2:25][C:24]=5[CH:23]=[CH:22][C:21]=6[O:26][CH2:27][C:28]2[CH:33]=[CH:32][CH:31]=[CH:30][CH:29]=2)[CH2:8][CH2:9]1. The yield is 0.160. (3) The reactants are [C:1]([O:4][CH:5]1[CH2:12][CH:11]2[CH:7]([CH2:8][CH:9]([NH:13][CH2:14][C:15]([N:17]3[CH2:21][CH2:20][CH2:19][CH:18]3[C:22]#[N:23])=[O:16])[CH2:10]2)[CH2:6]1)(=[O:3])[CH3:2].C(=O)([O-])[O-].[K+].[K+].[C:30](O[C:30]([O:32][C:33]([CH3:36])([CH3:35])[CH3:34])=[O:31])([O:32][C:33]([CH3:36])([CH3:35])[CH3:34])=[O:31].O. The catalyst is ClCCl. The product is [C:1]([O:4][CH:5]1[CH2:6][CH:7]2[CH:11]([CH2:10][CH:9]([N:13]([C:30]([O:32][C:33]([CH3:36])([CH3:35])[CH3:34])=[O:31])[CH2:14][C:15]([N:17]3[CH2:21][CH2:20][CH2:19][CH:18]3[C:22]#[N:23])=[O:16])[CH2:8]2)[CH2:12]1)(=[O:3])[CH3:2]. The yield is 0.360. (4) The catalyst is [Pd]. The reactants are [CH:1]1([C:6]2[CH:11]=[C:10]([O:12][CH2:13][C:14]3[CH:19]=[CH:18][CH:17]=[CH:16][CH:15]=3)[CH:9]=[CH:8][C:7]=2B(O)O)[CH2:5][CH2:4][CH2:3][CH2:2]1.Br[C:24]1[CH:29]=[CH:28][CH:27]=[C:26]([N:30]2[C:34]([CH3:35])=[CH:33][CH:32]=[C:31]2[CH3:36])[N:25]=1. The product is [CH:1]1([C:6]2[CH:11]=[C:10]([O:12][CH2:13][C:14]3[CH:19]=[CH:18][CH:17]=[CH:16][CH:15]=3)[CH:9]=[CH:8][C:7]=2[C:24]2[CH:29]=[CH:28][CH:27]=[C:26]([N:30]3[C:34]([CH3:35])=[CH:33][CH:32]=[C:31]3[CH3:36])[N:25]=2)[CH2:5][CH2:4][CH2:3][CH2:2]1. The yield is 0.580. (5) The reactants are [Cl:1][C:2]1[CH:3]=[C:4]([CH:7]=[CH:8][CH:9]=1)[CH:5]=O.C1(P(=[CH:29][C:30]([O:32][CH2:33][CH3:34])=[O:31])(C2C=CC=CC=2)C2C=CC=CC=2)C=CC=CC=1. The catalyst is C1COCC1. The product is [Cl:1][C:2]1[CH:3]=[C:4]([CH:5]=[CH:29][C:30]([O:32][CH2:33][CH3:34])=[O:31])[CH:7]=[CH:8][CH:9]=1. The yield is 0.920. (6) The reactants are COC1C=CC(C[N:8](CC2C=CC(OC)=CC=2)[C:9]2[N:14]=[C:13]([CH3:15])[N:12]=[C:11]([C:16]3[CH:17]=[C:18]([C:31]([N:33]4[CH2:38][CH2:37][N:36]([S:39]([CH3:42])(=[O:41])=[O:40])[CH2:35][CH2:34]4)=O)[CH:19]=[N:20][C:21]=3[NH:22][C:23]3[CH:24]=[N:25][C:26]([O:29][CH3:30])=[CH:27][CH:28]=3)[N:10]=2)=CC=1.[CH2:54]([Mg]Br)[CH3:55].[OH-].[Na+].[C:60]([OH:66])([C:62]([F:65])([F:64])[F:63])=[O:61]. The catalyst is C1COCC1.S(O)(C(F)(F)F)(=O)=O.CC(C)[O-].[Ti+4].CC(C)[O-].CC(C)[O-].CC(C)[O-]. The product is [F:63][C:62]([F:65])([F:64])[C:60]([OH:66])=[O:61].[CH3:30][O:29][C:26]1[N:25]=[CH:24][C:23]([NH:22][C:21]2[C:16]([C:11]3[N:12]=[C:13]([CH3:15])[N:14]=[C:9]([NH2:8])[N:10]=3)=[CH:17][C:18]([C:31]3([N:33]4[CH2:38][CH2:37][N:36]([S:39]([CH3:42])(=[O:40])=[O:41])[CH2:35][CH2:34]4)[CH2:55][CH2:54]3)=[CH:19][N:20]=2)=[CH:28][CH:27]=1. The yield is 0.0457.